From a dataset of Forward reaction prediction with 1.9M reactions from USPTO patents (1976-2016). Predict the product of the given reaction. Given the reactants [CH:1]12[NH:8][CH:5]([CH2:6][CH2:7]1)[CH2:4][N:3]([C:9]([O:11][C:12]([CH3:15])([CH3:14])[CH3:13])=[O:10])[CH2:2]2.Br[C:17]1[C:22]([Cl:23])=[CH:21][CH:20]=[CH:19][N:18]=1.C(=O)([O-])[O-].[K+].[K+], predict the reaction product. The product is: [Cl:23][C:22]1[C:17]([N:8]2[CH:5]3[CH2:6][CH2:7][CH:1]2[CH2:2][N:3]([C:9]([O:11][C:12]([CH3:15])([CH3:14])[CH3:13])=[O:10])[CH2:4]3)=[N:18][CH:19]=[CH:20][CH:21]=1.